This data is from Full USPTO retrosynthesis dataset with 1.9M reactions from patents (1976-2016). The task is: Predict the reactants needed to synthesize the given product. (1) Given the product [CH3:22][C@@H:23]([OH:24])[CH2:29][CH2:30][CH2:25][CH2:26][CH2:27][CH3:28], predict the reactants needed to synthesize it. The reactants are: C(N(CC(O)=O)CC(O)=O)CN(CC(O)=O)CC(O)=O.S[CH2:22][CH2:23][OH:24].[C:25]1(CS(F)(=O)=O)[CH:30]=[CH:29][CH:28]=[CH:27][CH:26]=1.S([O-])([O-])(=O)=O. (2) Given the product [Cl:1][C:2]1[CH:7]=[C:6]([Cl:8])[CH:5]=[CH:4][C:3]=1[C:9]1[N:10]=[C:11]([C:28]([O:30][CH2:31][CH3:32])=[O:29])[N:12]([CH3:21])[C:13]=1[C:14]1[CH:19]=[CH:18][C:17]([Cl:20])=[CH:16][CH:15]=1, predict the reactants needed to synthesize it. The reactants are: [Cl:1][C:2]1[CH:7]=[C:6]([Cl:8])[CH:5]=[CH:4][C:3]=1[C:9]1[N:10]=[CH:11][N:12]([CH3:21])[C:13]=1[C:14]1[CH:19]=[CH:18][C:17]([Cl:20])=[CH:16][CH:15]=1.C([Li])CCC.Cl[C:28]([O:30][CH2:31][CH3:32])=[O:29].